From a dataset of Forward reaction prediction with 1.9M reactions from USPTO patents (1976-2016). Predict the product of the given reaction. (1) Given the reactants [F:1][C:2]1[CH:3]=[CH:4][C:5]2[N:6]([CH:8]=[C:9]([C:11]([NH:13][C@H:14]3[CH2:19][CH2:18][C@@H:17]([N:20]4[C:25](=[O:26])[C:24]5[CH:27]=[C:28]([F:31])[CH:29]=[N:30][C:23]=5[N:22]([C:32]5[CH:33]=[C:34]([C:38]6[CH:43]=[CH:42][C:41]([CH:44]=O)=[CH:40][CH:39]=6)[CH:35]=[CH:36][CH:37]=5)[C:21]4=[O:46])[CH2:16][CH2:15]3)=[O:12])[N:10]=2)[CH:7]=1.[CH3:47][N:48]1[CH2:53][CH2:52][NH:51][CH2:50][CH2:49]1, predict the reaction product. The product is: [F:1][C:2]1[CH:3]=[CH:4][C:5]2[N:6]([CH:8]=[C:9]([C:11]([NH:13][C@H:14]3[CH2:19][CH2:18][C@@H:17]([N:20]4[C:25](=[O:26])[C:24]5[CH:27]=[C:28]([F:31])[CH:29]=[N:30][C:23]=5[N:22]([C:32]5[CH:33]=[C:34]([C:38]6[CH:43]=[CH:42][C:41]([CH2:44][N:51]7[CH2:52][CH2:53][N:48]([CH3:47])[CH2:49][CH2:50]7)=[CH:40][CH:39]=6)[CH:35]=[CH:36][CH:37]=5)[C:21]4=[O:46])[CH2:16][CH2:15]3)=[O:12])[N:10]=2)[CH:7]=1. (2) The product is: [OH:33][C:24]1[CH:25]=[CH:26][C:27]([C:29]([F:30])([F:31])[F:32])=[CH:28][C:23]=1[NH:22][C:4](=[O:6])[C:3]1[CH:7]=[CH:8][N:9]=[CH:10][C:2]=1[I:1]. Given the reactants [I:1][C:2]1[CH:10]=[N:9][CH:8]=[CH:7][C:3]=1[C:4]([OH:6])=O.CCN=C=NCCCN(C)C.[NH2:22][C:23]1[CH:28]=[C:27]([C:29]([F:32])([F:31])[F:30])[CH:26]=[CH:25][C:24]=1[OH:33], predict the reaction product. (3) Given the reactants ClC1C=CC=CC=1C(NC1NN=C(C(O)=O)C=1)=O.C([O:21][C:22]([C:24]1[C:28]([CH3:29])=[C:27]([NH:30][C:31](=[O:39])[C:32]2[CH:37]=[CH:36][CH:35]=[CH:34][C:33]=2[Cl:38])[N:26]([C:40]([CH3:43])([CH3:42])[CH3:41])[N:25]=1)=[O:23])C, predict the reaction product. The product is: [C:40]([N:26]1[C:27]([NH:30][C:31](=[O:39])[C:32]2[CH:37]=[CH:36][CH:35]=[CH:34][C:33]=2[Cl:38])=[C:28]([CH3:29])[C:24]([C:22]([OH:23])=[O:21])=[N:25]1)([CH3:43])([CH3:41])[CH3:42].